Dataset: Catalyst prediction with 721,799 reactions and 888 catalyst types from USPTO. Task: Predict which catalyst facilitates the given reaction. (1) Reactant: [CH:1]1([CH2:4][C:5]2([C:11]([O:13][CH2:14][CH3:15])=[O:12])SCCCS2)[CH2:3][CH2:2]1.BrN1C(=[O:22])CCC1=O. Product: [CH:1]1([CH2:4][C:5](=[O:22])[C:11]([O:13][CH2:14][CH3:15])=[O:12])[CH2:3][CH2:2]1. The catalyst class is: 144. (2) Reactant: [C:1]([O:5][C:6]([N:8]1[C:12]2=[N:13][CH:14]=[C:15]([Br:17])[CH:16]=[C:11]2[C:10](I)=[CH:9]1)=[O:7])([CH3:4])([CH3:3])[CH3:2].C([Mg]Cl)(C)C.[C:24]([O:28][C:29](=[O:49])[N:30]([C:40]1[CH:45]=[CH:44][C:43]([CH:46]=[O:47])=[C:42]([F:48])[N:41]=1)[CH2:31][C:32]1[CH:37]=[CH:36][C:35]([O:38][CH3:39])=[CH:34][CH:33]=1)([CH3:27])([CH3:26])[CH3:25]. Product: [C:1]([O:5][C:6]([N:8]1[C:12]2=[N:13][CH:14]=[C:15]([Br:17])[CH:16]=[C:11]2[C:10]([CH:46]([C:43]2[C:42]([F:48])=[N:41][C:40]([N:30]([C:29]([O:28][C:24]([CH3:26])([CH3:25])[CH3:27])=[O:49])[CH2:31][C:32]3[CH:37]=[CH:36][C:35]([O:38][CH3:39])=[CH:34][CH:33]=3)=[CH:45][CH:44]=2)[OH:47])=[CH:9]1)=[O:7])([CH3:4])([CH3:3])[CH3:2]. The catalyst class is: 7.